This data is from NCI-60 drug combinations with 297,098 pairs across 59 cell lines. The task is: Regression. Given two drug SMILES strings and cell line genomic features, predict the synergy score measuring deviation from expected non-interaction effect. (1) Drug 1: C#CCC(CC1=CN=C2C(=N1)C(=NC(=N2)N)N)C3=CC=C(C=C3)C(=O)NC(CCC(=O)O)C(=O)O. Drug 2: N.N.Cl[Pt+2]Cl. Cell line: SF-295. Synergy scores: CSS=41.1, Synergy_ZIP=-2.51, Synergy_Bliss=-2.19, Synergy_Loewe=-3.36, Synergy_HSA=-3.32. (2) Drug 1: C1CCC(C(C1)N)N.C(=O)(C(=O)[O-])[O-].[Pt+4]. Drug 2: B(C(CC(C)C)NC(=O)C(CC1=CC=CC=C1)NC(=O)C2=NC=CN=C2)(O)O. Cell line: LOX IMVI. Synergy scores: CSS=46.2, Synergy_ZIP=-0.0436, Synergy_Bliss=4.54, Synergy_Loewe=-11.3, Synergy_HSA=3.06. (3) Drug 1: C1CCN(CC1)CCOC2=CC=C(C=C2)C(=O)C3=C(SC4=C3C=CC(=C4)O)C5=CC=C(C=C5)O. Drug 2: C1C(C(OC1N2C=NC3=C(N=C(N=C32)Cl)N)CO)O. Cell line: MDA-MB-231. Synergy scores: CSS=11.2, Synergy_ZIP=1.26, Synergy_Bliss=-2.92, Synergy_Loewe=-14.4, Synergy_HSA=-3.12. (4) Drug 1: CCN(CC)CCNC(=O)C1=C(NC(=C1C)C=C2C3=C(C=CC(=C3)F)NC2=O)C. Drug 2: C1C(C(OC1N2C=NC(=NC2=O)N)CO)O. Cell line: CCRF-CEM. Synergy scores: CSS=27.7, Synergy_ZIP=-0.516, Synergy_Bliss=-4.69, Synergy_Loewe=-20.5, Synergy_HSA=-4.35. (5) Synergy scores: CSS=3.42, Synergy_ZIP=0.156, Synergy_Bliss=4.28, Synergy_Loewe=1.92, Synergy_HSA=3.10. Drug 2: CC1CCCC2(C(O2)CC(NC(=O)CC(C(C(=O)C(C1O)C)(C)C)O)C(=CC3=CSC(=N3)C)C)C. Drug 1: CN(C)C1=NC(=NC(=N1)N(C)C)N(C)C. Cell line: PC-3. (6) Drug 1: CN(C(=O)NC(C=O)C(C(C(CO)O)O)O)N=O. Drug 2: CC1CCCC2(C(O2)CC(NC(=O)CC(C(C(=O)C(C1O)C)(C)C)O)C(=CC3=CSC(=N3)C)C)C. Cell line: HOP-92. Synergy scores: CSS=18.2, Synergy_ZIP=-5.10, Synergy_Bliss=-6.93, Synergy_Loewe=-6.96, Synergy_HSA=-3.15.